From a dataset of Forward reaction prediction with 1.9M reactions from USPTO patents (1976-2016). Predict the product of the given reaction. (1) The product is: [OH:23][CH:21]1[CH2:22][N:18]([C:16]([O:15][CH2:14][CH:12]2[C:13]3[CH:1]=[CH:2][CH:3]=[CH:4][C:5]=3[C:6]3[C:11]2=[CH:10][CH:9]=[CH:8][CH:7]=3)=[O:17])[CH:19]([CH2:24][OH:25])[CH2:20]1. Given the reactants [CH:1]1[C:13]2[CH:12]([CH2:14][O:15][C:16]([N:18]3[CH2:22][CH:21]([OH:23])[CH2:20][CH:19]3[C:24](O)=[O:25])=[O:17])[C:11]3[C:6](=[CH:7][CH:8]=[CH:9][CH:10]=3)[C:5]=2[CH:4]=[CH:3][CH:2]=1.CO, predict the reaction product. (2) Given the reactants [NH2:1][C:2]1[N:7]([CH2:8][CH2:9][C:10]2[CH:15]=[CH:14][C:13]([CH2:16][N:17]([CH3:19])[CH3:18])=[CH:12][CH:11]=2)[C:6](=[O:20])[N:5]([CH2:21][CH2:22][CH3:23])[C:4](=[O:24])[C:3]=1[N:25]=O.[NH4+]=S, predict the reaction product. The product is: [NH2:25][C:3]1[C:4](=[O:24])[N:5]([CH2:21][CH2:22][CH3:23])[C:6](=[O:20])[N:7]([CH2:8][CH2:9][C:10]2[CH:11]=[CH:12][C:13]([CH2:16][N:17]([CH3:18])[CH3:19])=[CH:14][CH:15]=2)[C:2]=1[NH2:1]. (3) Given the reactants [NH:1]1[C:9]2[C:4](=[CH:5][C:6]([NH:10][C:11](=[O:15])[CH:12]([CH3:14])[CH3:13])=[CH:7][CH:8]=2)[CH:3]=[CH:2]1, predict the reaction product. The product is: [NH:1]1[C:9]2[C:4](=[CH:5][C:6]([NH:10][C:11](=[O:15])[CH:12]([CH3:13])[CH3:14])=[CH:7][CH:8]=2)[CH2:3][CH2:2]1. (4) Given the reactants Br[C:2]1[N:7]=[CH:6][C:5]([C:8]([N:10]2[CH2:15][CH2:14][N:13]([C:16]3[C:21]([CH3:22])=[CH:20][C:19]([CH:23]4[CH2:25][CH2:24]4)=[CH:18][N:17]=3)[CH2:12][CH2:11]2)=[O:9])=[CH:4][CH:3]=1.[CH3:26][N:27]1[C:31](=[O:32])[CH2:30][NH:29][C:28]1=[O:33], predict the reaction product. The product is: [CH:23]1([C:19]2[CH:20]=[C:21]([CH3:22])[C:16]([N:13]3[CH2:14][CH2:15][N:10]([C:8]([C:5]4[CH:4]=[CH:3][C:2]([N:29]5[CH2:30][C:31](=[O:32])[N:27]([CH3:26])[C:28]5=[O:33])=[N:7][CH:6]=4)=[O:9])[CH2:11][CH2:12]3)=[N:17][CH:18]=2)[CH2:25][CH2:24]1.